Dataset: Reaction yield outcomes from USPTO patents with 853,638 reactions. Task: Predict the reaction yield, written as a fraction of the theoretical maximum amount of product (1.0 means a 100% yield; for example, 0.34 means a 34% yield). (1) The reactants are [N:1]1[C:10]2[C:5](=[CH:6][C:7]([C:11]([O:13][CH2:14][CH3:15])=[O:12])=[CH:8][CH:9]=2)[CH:4]=[CH:3][CH:2]=1.ClC1C=C(C=CC=1)C(OO)=[O:21]. The catalyst is ClCCl. The product is [CH2:14]([O:13][C:11]([C:7]1[CH:6]=[C:5]2[C:10](=[CH:9][CH:8]=1)[N+:1]([O-:21])=[CH:2][CH:3]=[CH:4]2)=[O:12])[CH3:15]. The yield is 0.710. (2) The reactants are O.[OH-].[Ba+2].[OH-].C(O)C.[CH:8]1[C:17]2[C:12](=[CH:13][CH:14]=[CH:15][CH:16]=2)[CH:11]=[CH:10][C:9]=1[O:18][CH2:19][CH2:20][NH:21]C(=O)C. The catalyst is C(OCC)(=O)C. The product is [CH:8]1[C:17]2[C:12](=[CH:13][CH:14]=[CH:15][CH:16]=2)[CH:11]=[CH:10][C:9]=1[O:18][CH2:19][CH2:20][NH2:21]. The yield is 0.470. (3) The reactants are [NH2:1][C:2]1[CH:3]=[C:4]([C:8]2[C:16]([C:17]3[CH:22]=[CH:21][N:20]=[C:19]([NH:23][C:24]4[CH:33]=[CH:32][C:27]5[O:28][CH2:29][CH2:30][O:31][C:26]=5[CH:25]=4)[N:18]=3)=[C:11]3[CH:12]=[CH:13][CH:14]=[CH:15][N:10]3[N:9]=2)[CH:5]=[CH:6][CH:7]=1.[CH3:34][N:35]1[CH:39]=[CH:38][CH:37]=[C:36]1[C:40](Cl)=[O:41]. The catalyst is C1COCC1.C(Cl)Cl. The product is [O:28]1[C:27]2[CH:32]=[CH:33][C:24]([NH:23][C:19]3[N:18]=[C:17]([C:16]4[C:8]([C:4]5[CH:3]=[C:2]([NH:1][C:40]([C:36]6[N:35]([CH3:34])[CH:39]=[CH:38][CH:37]=6)=[O:41])[CH:7]=[CH:6][CH:5]=5)=[N:9][N:10]5[CH:15]=[CH:14][CH:13]=[CH:12][C:11]=45)[CH:22]=[CH:21][N:20]=3)=[CH:25][C:26]=2[O:31][CH2:30][CH2:29]1. The yield is 0.920. (4) The reactants are [N+:1]([C:4]1[CH:21]=[CH:20][C:7]([O:8][C:9]2[CH:10]=[C:11]3[C:15](=[CH:16][CH:17]=2)[C:14](=[O:18])[NH:13][C:12]3=[O:19])=[CH:6][CH:5]=1)([O-])=O. The catalyst is CC(O)=O.O.[Fe]. The product is [NH2:1][C:4]1[CH:21]=[CH:20][C:7]([O:8][C:9]2[CH:10]=[C:11]3[C:15](=[CH:16][CH:17]=2)[C:14](=[O:18])[NH:13][C:12]3=[O:19])=[CH:6][CH:5]=1. The yield is 0.750. (5) The product is [C:1]([S:14]([N:17]([CH2:21][CH2:22][CH2:23][C:24]([O:26][K:29])=[O:25])[CH2:18][CH2:19][CH3:20])(=[O:16])=[O:15])([C:4]([C:7]([C:10]([F:13])([F:12])[F:11])([F:9])[F:8])([F:6])[F:5])([F:3])[F:2]. The catalyst is O. The yield is 0.534. The reactants are [C:1]([S:14]([N:17]([CH2:21][CH2:22][CH2:23][C:24]([O:26]C)=[O:25])[CH2:18][CH2:19][CH3:20])(=[O:16])=[O:15])([C:4]([C:7]([C:10]([F:13])([F:12])[F:11])([F:9])[F:8])([F:6])[F:5])([F:3])[F:2].[OH-].[K+:29].C(O)(C)C. (6) The reactants are [CH3:1][O:2][C:3](=[O:28])[CH2:4][CH2:5][CH2:6][CH2:7][CH2:8][O:9][C:10]1[CH:15]=[CH:14][C:13]([NH:16][C:17](=[O:27])[CH2:18][O:19]CC2C=CC=CC=2)=[CH:12][CH:11]=1. The catalyst is CO.[Pd]. The product is [CH3:1][O:2][C:3](=[O:28])[CH2:4][CH2:5][CH2:6][CH2:7][CH2:8][O:9][C:10]1[CH:11]=[CH:12][C:13]([NH:16][C:17](=[O:27])[CH2:18][OH:19])=[CH:14][CH:15]=1. The yield is 0.653.